Task: Predict the reactants needed to synthesize the given product.. Dataset: Full USPTO retrosynthesis dataset with 1.9M reactions from patents (1976-2016) (1) Given the product [CH3:15][O:14][C:11]1[CH:12]=[CH:13][C:8]([N:1]2[CH2:5][CH2:4][CH2:3][C:2]2=[O:6])=[CH:9][CH:10]=1, predict the reactants needed to synthesize it. The reactants are: [NH:1]1[CH2:5][CH2:4][CH2:3][C:2]1=[O:6].I[C:8]1[CH:13]=[CH:12][C:11]([O:14][CH3:15])=[CH:10][CH:9]=1.C(=O)([O-])[O-].[K+].[K+]. (2) Given the product [C:1]([C:5]1[CH:13]=[CH:12][C:11]2[N:10]([CH2:23][CH:22]([C:24]3[CH:29]=[CH:28][N:27]=[CH:26][CH:25]=3)[OH:21])[C:9]3[CH2:14][CH2:15][N:16]([CH3:18])[CH2:17][C:8]=3[C:7]=2[CH:6]=1)([CH3:4])([CH3:2])[CH3:3], predict the reactants needed to synthesize it. The reactants are: [C:1]([C:5]1[CH:13]=[CH:12][C:11]2[NH:10][C:9]3[CH2:14][CH2:15][N:16]([CH3:18])[CH2:17][C:8]=3[C:7]=2[CH:6]=1)([CH3:4])([CH3:3])[CH3:2].[H-].[Na+].[O:21]1[CH2:23][CH:22]1[C:24]1[CH:29]=[CH:28][N:27]=[CH:26][CH:25]=1. (3) Given the product [Cl:24][C:25]1[CH:30]=[C:29]([C:2]2[CH:3]=[C:4]3[C:9](=[CH:10][CH:11]=2)[N:8]=[CH:7][C:6]([C:12]#[N:13])=[C:5]3[NH:14][C@H:15]2[CH2:20][CH2:19][C@H:18]([N:21]([CH3:22])[CH3:23])[CH2:17][CH2:16]2)[CH:28]=[C:27]([O:40][CH3:41])[C:26]=1[OH:42], predict the reactants needed to synthesize it. The reactants are: Br[C:2]1[CH:3]=[C:4]2[C:9](=[CH:10][CH:11]=1)[N:8]=[CH:7][C:6]([C:12]#[N:13])=[C:5]2[NH:14][C@H:15]1[CH2:20][CH2:19][C@H:18]([N:21]([CH3:23])[CH3:22])[CH2:17][CH2:16]1.[Cl:24][C:25]1[CH:30]=[C:29](B2OC(C)(C)C(C)(C)O2)[CH:28]=[C:27]([O:40][CH3:41])[C:26]=1[OH:42]. (4) Given the product [Cl:2][C:3]1[CH:8]=[CH:7][CH:6]=[CH:5][C:4]=1[N:9]1[C:20](=[O:19])[C:21]([C:22]([O:24][CH2:25][CH3:26])=[O:23])=[CH:27][NH:10]1, predict the reactants needed to synthesize it. The reactants are: Cl.[Cl:2][C:3]1[CH:8]=[CH:7][CH:6]=[CH:5][C:4]=1[NH:9][NH2:10].C(=O)([O-])[O-].[K+].[K+].C([O:19][CH:20]=[C:21]([C:27](OCC)=O)[C:22]([O:24][CH2:25][CH3:26])=[O:23])C. (5) Given the product [CH3:23][N:17]1[CH2:16][C:15]2[C:19](=[CH:20][CH:21]=[C:13]([C:11]3[S:12][C:8]([C:4]4[CH:3]=[C:2]([NH:1][S:32]([C:27]5[CH:28]=[CH:29][CH:30]=[CH:31][C:26]=5[C:25]([F:24])([F:36])[F:37])(=[O:34])=[O:33])[CH:7]=[N:6][CH:5]=4)=[CH:9][CH:10]=3)[CH:14]=2)[C:18]1=[O:22], predict the reactants needed to synthesize it. The reactants are: [NH2:1][C:2]1[CH:3]=[C:4]([C:8]2[S:12][C:11]([C:13]3[CH:14]=[C:15]4[C:19](=[CH:20][CH:21]=3)[C:18](=[O:22])[N:17]([CH3:23])[CH2:16]4)=[CH:10][CH:9]=2)[CH:5]=[N:6][CH:7]=1.[F:24][C:25]([F:37])([F:36])[C:26]1[CH:31]=[CH:30][CH:29]=[CH:28][C:27]=1[S:32](Cl)(=[O:34])=[O:33].